From a dataset of Full USPTO retrosynthesis dataset with 1.9M reactions from patents (1976-2016). Predict the reactants needed to synthesize the given product. (1) Given the product [N:16]1[CH:21]=[CH:20][C:19]([CH:22]2[CH2:26][CH2:25][N:24]([C:2]([O:4][CH:5]3[CH:12]4[CH2:13][C:8]5([OH:15])[CH2:9][CH:10]([CH2:14][CH:6]3[CH2:7]5)[CH2:11]4)=[O:3])[CH2:23]2)=[CH:18][CH:17]=1, predict the reactants needed to synthesize it. The reactants are: Cl[C:2]([O:4][CH:5]1[CH:12]2[CH2:13][C:8]3([OH:15])[CH2:9][CH:10]([CH2:14][CH:6]1[CH2:7]3)[CH2:11]2)=[O:3].[N:16]1[CH:21]=[CH:20][C:19]([CH:22]2[CH2:26][CH2:25][NH:24][CH2:23]2)=[CH:18][CH:17]=1. (2) Given the product [CH3:35][O:36][C:37]1[CH:42]=[CH:41][CH:40]=[CH:39][C:38]=1[C:2]1[CH:7]=[CH:6][C:5]([S:8]([N:11]2[C:17]3[CH:18]=[CH:19][CH:20]=[CH:21][C:16]=3[CH2:15][N:14]3[C:22]([C:25]([NH:27][CH2:28][C:29]4[CH:30]=[N:31][CH:32]=[CH:33][CH:34]=4)=[O:26])=[CH:23][CH:24]=[C:13]3[CH2:12]2)(=[O:10])=[O:9])=[CH:4][CH:3]=1, predict the reactants needed to synthesize it. The reactants are: Br[C:2]1[CH:7]=[CH:6][C:5]([S:8]([N:11]2[C:17]3[CH:18]=[CH:19][CH:20]=[CH:21][C:16]=3[CH2:15][N:14]3[C:22]([C:25]([NH:27][CH2:28][C:29]4[CH:30]=[N:31][CH:32]=[CH:33][CH:34]=4)=[O:26])=[CH:23][CH:24]=[C:13]3[CH2:12]2)(=[O:10])=[O:9])=[CH:4][CH:3]=1.[CH3:35][O:36][C:37]1[CH:42]=[CH:41][CH:40]=[CH:39][C:38]=1B(O)O.C(=O)([O-])[O-].[K+].[K+]. (3) Given the product [N:37]1([C:3]2[CH:4]=[CH:5][C:6]([CH2:7][N:8]3[C:16]([S:17][CH3:18])=[C:15]4[C:10]([N:11]([CH2:22][C:23]([CH3:24])([CH3:25])[CH3:26])[C:12](=[O:21])[N:13]([CH3:20])[C:14]4=[O:19])=[N:9]3)=[CH:27][CH:28]=2)[CH:41]=[CH:40][CH:39]=[N:38]1, predict the reactants needed to synthesize it. The reactants are: CO[C:3]1[CH:28]=[CH:27][C:6]([CH2:7][N:8]2[C:16]([S:17][CH3:18])=[C:15]3[C:10]([N:11]([CH2:22][C:23]([CH3:26])([CH3:25])[CH3:24])[C:12](=[O:21])[N:13]([CH3:20])[C:14]3=[O:19])=[N:9]2)=[CH:5][CH:4]=1.BrCC1C=CC([N:37]2[CH:41]=[CH:40][CH:39]=[N:38]2)=CC=1. (4) Given the product [CH3:31][C:30]([CH3:32])=[CH:29][CH2:28][N:15]1[CH:10]2[CH2:11][CH2:12][CH:13]1[CH2:14][C:8](=[C:7]([C:1]1[CH:2]=[CH:3][CH:4]=[CH:5][CH:6]=1)[C:16]1[CH:20]=[CH:19][S:18][CH:17]=1)[CH2:9]2, predict the reactants needed to synthesize it. The reactants are: [C:1]1([C:7]([C:16]2[CH:20]=[CH:19][S:18][CH:17]=2)=[C:8]2[CH2:14][CH:13]3[NH:15][CH:10]([CH2:11][CH2:12]3)[CH2:9]2)[CH:6]=[CH:5][CH:4]=[CH:3][CH:2]=1.C([O-])([O-])=O.[K+].[K+].Br[CH2:28][CH:29]=[C:30]([CH3:32])[CH3:31]. (5) Given the product [Si:1]([O:8][C@@H:9]1[CH2:10][C@@H:11]([OH:15])[CH2:12][N:13]([C:17]([O:19][CH2:20][C:21]2[CH:26]=[CH:25][CH:24]=[CH:23][CH:22]=2)=[O:18])[CH2:14]1)([C:4]([CH3:7])([CH3:6])[CH3:5])([CH3:3])[CH3:2], predict the reactants needed to synthesize it. The reactants are: [Si:1]([O:8][C@H:9]1[CH2:14][NH:13][CH2:12][C@H:11]([OH:15])[CH2:10]1)([C:4]([CH3:7])([CH3:6])[CH3:5])([CH3:3])[CH3:2].Cl[C:17]([O:19][CH2:20][C:21]1[CH:26]=[CH:25][CH:24]=[CH:23][CH:22]=1)=[O:18]. (6) Given the product [C:28]([NH:32][C:33](=[O:34])[C:35]1[CH:40]=[CH:39][C:38]([S:41]([N:16]2[C:17]3[C:22](=[CH:21][C:20]([O:23][CH2:24][CH3:25])=[CH:19][CH:18]=3)[C:14]([C:9]3[CH:10]=[CH:11][CH:12]=[CH:13][C:8]=3[Cl:7])([CH3:27])[C:15]2=[O:26])(=[O:42])=[O:43])=[CH:37][CH:36]=1)([CH3:31])([CH3:29])[CH3:30], predict the reactants needed to synthesize it. The reactants are: CC([O-])(C)C.[K+].[Cl:7][C:8]1[CH:13]=[CH:12][CH:11]=[CH:10][C:9]=1[C:14]1([CH3:27])[C:22]2[C:17](=[CH:18][CH:19]=[C:20]([O:23][CH2:24][CH3:25])[CH:21]=2)[NH:16][C:15]1=[O:26].[C:28]([NH:32][C:33]([C:35]1[CH:40]=[CH:39][C:38]([S:41](Cl)(=[O:43])=[O:42])=[CH:37][CH:36]=1)=[O:34])([CH3:31])([CH3:30])[CH3:29]. (7) Given the product [CH3:17][O:12][CH2:11][C@@H:3]1[O:4][C:5]2([CH2:10][CH2:9][CH2:8][CH2:7][CH2:6]2)[O:1][C@H:2]1[CH2:13][OH:14], predict the reactants needed to synthesize it. The reactants are: [O:1]1[C:5]2([CH2:10][CH2:9][CH2:8][CH2:7][CH2:6]2)[O:4][C@@H:3]([CH2:11][OH:12])[C@@H:2]1[CH2:13][OH:14].[H-].[Na+].[CH3:17]N(C=O)C. (8) Given the product [OH:12][CH:7]1[CH2:8][CH2:9][CH2:10][CH:11]2[C:6]1([C:19]1[CH:20]=[CH:21][CH:22]=[CH:23][CH:24]=1)[CH2:5][CH2:4][C:3](=[O:25])[CH:2]2[CH3:1], predict the reactants needed to synthesize it. The reactants are: [CH3:1][C:2]1[C:3](=[O:25])[CH2:4][CH2:5][C:6]2([C:19]3[CH:24]=[CH:23][CH:22]=[CH:21][CH:20]=3)[C:11]=1[CH2:10][CH2:9][CH2:8][CH:7]2[O:12]C1CCCCO1.